This data is from Full USPTO retrosynthesis dataset with 1.9M reactions from patents (1976-2016). The task is: Predict the reactants needed to synthesize the given product. The reactants are: C(OC([NH:8][C:9]1[CH:30]=[CH:29][C:12]([O:13][C:14]2[C:19]([C:20]([OH:22])=[O:21])=[CH:18][N:17]=[C:16]([C:23]3[CH:24]=[N:25][CH:26]=[CH:27][CH:28]=3)[N:15]=2)=[CH:11][CH:10]=1)=O)(C)(C)C.C(O)(C(F)(F)F)=O. Given the product [NH2:8][C:9]1[CH:30]=[CH:29][C:12]([O:13][C:14]2[C:19]([C:20]([OH:22])=[O:21])=[CH:18][N:17]=[C:16]([C:23]3[CH:24]=[N:25][CH:26]=[CH:27][CH:28]=3)[N:15]=2)=[CH:11][CH:10]=1, predict the reactants needed to synthesize it.